Dataset: Catalyst prediction with 721,799 reactions and 888 catalyst types from USPTO. Task: Predict which catalyst facilitates the given reaction. (1) Reactant: Cl[CH2:2][C:3]([NH:5][C:6]([CH3:19])([CH2:12][C:13]1[CH:18]=[CH:17][CH:16]=[CH:15][CH:14]=1)[C:7](OCC)=[O:8])=[O:4].O.[NH3:21]. Product: [CH2:12]([C:6]1([CH3:19])[NH:5][C:3](=[O:4])[CH2:2][NH:21][C:7]1=[O:8])[C:13]1[CH:18]=[CH:17][CH:16]=[CH:15][CH:14]=1. The catalyst class is: 596. (2) Reactant: Cl.[CH3:2][N:3]1[CH:7]=[CH:6][C:5]([NH:8][C:9]([C:11]2[C:16]([NH2:17])=[N:15][CH:14]=[CH:13][N:12]=2)=[O:10])=[N:4]1.[F:18][C:19]1[CH:20]=[N:21][CH:22]=[C:23](F)[CH:24]=1.C(=O)([O-])[O-].[Cs+].[Cs+]. Product: [CH3:2][N:3]1[CH:7]=[CH:6][C:5]([NH:8][C:9]([C:11]2[C:16]([NH:17][C:23]3[CH:22]=[N:21][CH:20]=[C:19]([F:18])[CH:24]=3)=[N:15][CH:14]=[CH:13][N:12]=2)=[O:10])=[N:4]1. The catalyst class is: 9. (3) Reactant: C([N:4](C(C)C)CC)(C)C.C(O)(=[O:12])C.C(O)(=O)C.[NH2:18][CH2:19][CH2:20][CH2:21][CH2:22][C:23]1[CH:28]=[CH:27][C:26]([CH2:29][CH2:30][CH2:31][CH2:32][N:33]([CH2:49][C@H:50]([OH:63])[C:51]2[CH:56]=[CH:55][C:54]([OH:57])=[C:53]([NH:58][S:59]([CH3:62])(=[O:61])=[O:60])[CH:52]=2)[CH2:34][C@@H:35]([C:37]2[CH:38]=[CH:39][C:40]([OH:48])=[C:41]([NH:43][S:44]([CH3:47])(=[O:46])=[O:45])[CH:42]=2)[OH:36])=[CH:25][CH:24]=1.I.[NH2:65][C:66]1[C:67]([C:74]([NH:76][C:77](=[NH:80])SC)=[O:75])=[N:68][C:69]([Cl:73])=[C:70]([NH2:72])[N:71]=1. Product: [OH-:12].[NH4+:4].[NH2:65][C:66]1[C:67]([C:74]([N:76]=[C:77]([NH2:80])[NH:18][CH2:19][CH2:20][CH2:21][CH2:22][C:23]2[CH:24]=[CH:25][C:26]([CH2:29][CH2:30][CH2:31][CH2:32][N:33]([CH2:49][C@H:50]([OH:63])[C:51]3[CH:56]=[CH:55][C:54]([OH:57])=[C:53]([NH:58][S:59]([CH3:62])(=[O:60])=[O:61])[CH:52]=3)[CH2:34][C@@H:35]([C:37]3[CH:38]=[CH:39][C:40]([OH:48])=[C:41]([NH:43][S:44]([CH3:47])(=[O:46])=[O:45])[CH:42]=3)[OH:36])=[CH:27][CH:28]=2)=[O:75])=[N:68][C:69]([Cl:73])=[C:70]([NH2:72])[N:71]=1. The catalyst class is: 8. (4) Reactant: C(OC([N:8]([CH2:16][CH2:17][CH2:18][C:19]1[CH:28]=[CH:27][C:22]2[N:23]=[C:24]([CH3:26])[S:25][C:21]=2[CH:20]=1)C(OC(C)(C)C)=O)=O)(C)(C)C.[ClH:29]. Product: [ClH:29].[ClH:29].[CH3:26][C:24]1[S:25][C:21]2[CH:20]=[C:19]([CH2:18][CH2:17][CH2:16][NH2:8])[CH:28]=[CH:27][C:22]=2[N:23]=1.[ClH:29]. The catalyst class is: 12. (5) Reactant: C(N(CC)CC)C.[CH3:8][C:9]1([CH3:17])[O:14][CH:13]([CH2:15][OH:16])[CH2:12][O:11][CH2:10]1.[CH3:18][S:19](Cl)(=[O:21])=[O:20]. Product: [CH3:18][S:19]([O:16][CH2:15][CH:13]1[CH2:12][O:11][CH2:10][C:9]([CH3:17])([CH3:8])[O:14]1)(=[O:21])=[O:20]. The catalyst class is: 503. (6) Reactant: [CH3:1][C:2]1[CH:3]=[C:4](Br)[CH:5]=[C:6]([CH3:8])[CH:7]=1.[Mg].[CH3:11][C:12]1[CH:13]=[C:14]([Mg]Br)[CH:15]=[C:16]([CH3:18])[CH:17]=1.Cl[P:22](Cl)[C:23]1[CH:28]=[CH:27][CH:26]=[CH:25][C:24]=1[P:29](Cl)Cl. Product: [CH3:1][C:2]1[CH:3]=[C:4]([P:22]([C:4]2[CH:5]=[C:6]([CH3:8])[CH:7]=[C:2]([CH3:1])[CH:3]=2)[C:23]2[CH:28]=[CH:27][CH:26]=[CH:25][C:24]=2[P:29]([C:4]2[CH:5]=[C:6]([CH3:8])[CH:7]=[C:2]([CH3:1])[CH:3]=2)[C:14]2[CH:13]=[C:12]([CH3:11])[CH:17]=[C:16]([CH3:18])[CH:15]=2)[CH:5]=[C:6]([CH3:8])[CH:7]=1. The catalyst class is: 1. (7) Reactant: Br[CH2:2][CH3:3].[Mg].Cl[C:6]1[C:7]2[N:8]([CH:12]=[C:13]([C:15]3[CH:20]=[CH:19][C:18]([F:21])=[CH:17][C:16]=3[F:22])[N:14]=2)[CH:9]=[CH:10][N:11]=1.CN1C(=O)CCC1.CC[Mg+].[Br-]. Product: [F:22][C:16]1[CH:17]=[C:18]([F:21])[CH:19]=[CH:20][C:15]=1[C:13]1[N:14]=[C:7]2[C:6]([CH2:2][CH3:3])=[N:11][CH:10]=[CH:9][N:8]2[CH:12]=1. The catalyst class is: 332.